Dataset: Full USPTO retrosynthesis dataset with 1.9M reactions from patents (1976-2016). Task: Predict the reactants needed to synthesize the given product. (1) Given the product [CH:1]1([CH2:4][O:5][C:6]2[CH:11]=[CH:10][C:9]([N:12]3[C:17](=[O:18])[C:16]4[CH2:19][C:20](=[O:22])[NH:21][C:15]=4[N:14]=[C:13]3[S:23][CH2:30][CH3:31])=[CH:8][CH:7]=2)[CH2:2][CH2:3]1, predict the reactants needed to synthesize it. The reactants are: [CH:1]1([CH2:4][O:5][C:6]2[CH:11]=[CH:10][C:9]([N:12]3[C:17](=[O:18])[C:16]4[CH2:19][C:20](=[O:22])[NH:21][C:15]=4[NH:14][C:13]3=[S:23])=[CH:8][CH:7]=2)[CH2:3][CH2:2]1.C(=O)([O-])O.[Na+].I[CH2:30][CH3:31].C(#N)C. (2) Given the product [Cl:25][C:21]1[CH:20]=[C:19]([CH:18]2[CH2:10][C:9](=[O:26])[NH:8][CH2:16][C:52]32[C:63]2[C:58](=[CH:59][CH:60]=[CH:61][CH:62]=2)[NH:35][C:53]3=[O:55])[CH:24]=[CH:23][CH:22]=1, predict the reactants needed to synthesize it. The reactants are: C(OC([N:8]1[C:16]2C(=CC=C(Cl)C=2)/[C:10](=[CH:18]/[C:19]2[CH:24]=[CH:23][CH:22]=[C:21]([Cl:25])[CH:20]=2)/[C:9]1=[O:26])=O)(C)(C)C.ClC1C(F)=CC(OC2CCOCC2)=C(C=[N:35]C(O[Si](C)(C)C)=C)C=1.F[C:52](F)(F)[C:53]([OH:55])=O.[C:58]1(C)[CH:63]=[CH:62][CH:61]=[CH:60][CH:59]=1. (3) Given the product [Br:19][C:6]1[C:5]2[O:8][CH:9]=[N:10][C:4]=2[C:3](=[O:11])[N:2]([CH3:1])[CH:7]=1, predict the reactants needed to synthesize it. The reactants are: [CH3:1][N:2]1[CH:7]=[CH:6][C:5]2[O:8][CH:9]=[N:10][C:4]=2[C:3]1=[O:11].C1C(=O)N([Br:19])C(=O)C1.CC(=O)OCC. (4) Given the product [Cl:8][C:6]1[N:5]=[CH:4][N:3]=[C:2]([NH:25][C:23]2[CH:22]=[N:21][N:20]([CH:19]([F:26])[F:18])[CH:24]=2)[N:7]=1, predict the reactants needed to synthesize it. The reactants are: Cl[C:2]1[N:7]=[C:6]([Cl:8])[N:5]=[CH:4][N:3]=1.CCN(C(C)C)C(C)C.[F:18][CH:19]([F:26])[N:20]1[CH:24]=[C:23]([NH2:25])[CH:22]=[N:21]1. (5) Given the product [N:3]1([C:9]2[C:17]([CH2:18][C:19]3[N:24]=[C:23]([C:25]([OH:27])=[O:26])[CH:22]=[CH:21][CH:20]=3)=[C:12]3[CH:13]=[CH:14][CH:15]=[CH:16][N:11]3[N:10]=2)[CH2:4][CH2:5][O:6][CH2:7][CH2:8]1, predict the reactants needed to synthesize it. The reactants are: [OH-].[K+].[N:3]1([C:9]2[C:17]([CH2:18][C:19]3[N:24]=[C:23]([C:25]([O:27]C)=[O:26])[CH:22]=[CH:21][CH:20]=3)=[C:12]3[CH:13]=[CH:14][CH:15]=[CH:16][N:11]3[N:10]=2)[CH2:8][CH2:7][O:6][CH2:5][CH2:4]1.Cl. (6) Given the product [CH3:1][O:2][C:3]([C:5]1[CH:10]=[CH:9][C:8]([N:11]=[C:12]2[N:16]([CH2:22][CH:23]([CH3:25])[CH3:24])[C@@H:15]([CH:17]([CH2:19][CH3:20])[CH3:18])[CH2:14][S:13]2)=[C:7]([CH3:21])[CH:6]=1)=[O:4], predict the reactants needed to synthesize it. The reactants are: [CH3:1][O:2][C:3]([C:5]1[CH:10]=[CH:9][C:8]([N:11]=[C:12]2[NH:16][C@@H:15]([CH:17]([CH2:19][CH3:20])[CH3:18])[CH2:14][S:13]2)=[C:7]([CH3:21])[CH:6]=1)=[O:4].[CH2:22](Br)[CH:23]([CH3:25])[CH3:24]. (7) Given the product [CH2:16]([O:15][C:13]([CH:12]([C:18]([O:20][CH2:21][CH3:22])=[O:19])[C:10]1[C:9]2[C:4](=[CH:5][C:6]([O:25][CH3:26])=[C:7]([O:23][CH3:24])[CH:8]=2)[N:3]=[C:2]([SH:29])[N:11]=1)=[O:14])[CH3:17], predict the reactants needed to synthesize it. The reactants are: Cl[C:2]1[N:11]=[C:10]([CH:12]([C:18]([O:20][CH2:21][CH3:22])=[O:19])[C:13]([O:15][CH2:16][CH3:17])=[O:14])[C:9]2[C:4](=[CH:5][C:6]([O:25][CH3:26])=[C:7]([O:23][CH3:24])[CH:8]=2)[N:3]=1.NC(N)=[S:29]. (8) Given the product [OH:6][CH:5]([CH2:4][OH:3])[CH2:7][O:8][C:9]1[N:14]=[C:13]([C:15]([NH:17][C:18]2[N:22]3[N:23]=[C:24]([C:29]4[CH:34]=[CH:33][CH:32]=[CH:31][C:30]=4[C:35]([F:36])([F:38])[F:37])[C:25]([CH3:28])=[C:26]([CH3:27])[C:21]3=[N:20][CH:19]=2)=[O:16])[CH:12]=[CH:11][CH:10]=1, predict the reactants needed to synthesize it. The reactants are: CC1(C)[O:6][CH:5]([CH2:7][O:8][C:9]2[N:14]=[C:13]([C:15]([NH:17][C:18]3[N:22]4[N:23]=[C:24]([C:29]5[CH:34]=[CH:33][CH:32]=[CH:31][C:30]=5[C:35]([F:38])([F:37])[F:36])[C:25]([CH3:28])=[C:26]([CH3:27])[C:21]4=[N:20][CH:19]=3)=[O:16])[CH:12]=[CH:11][CH:10]=2)[CH2:4][O:3]1.Cl.O.C([O-])(O)=O.[Na+]. (9) Given the product [Br:13][C:14]1[CH:15]=[C:16]([S:20]([NH:1][C:2]2[S:3][CH:4]=[C:5]([CH2:7][C:8]([O:10][CH2:11][CH3:12])=[O:9])[N:6]=2)(=[O:22])=[O:21])[CH:17]=[CH:18][CH:19]=1, predict the reactants needed to synthesize it. The reactants are: [NH2:1][C:2]1[S:3][CH:4]=[C:5]([CH2:7][C:8]([O:10][CH2:11][CH3:12])=[O:9])[N:6]=1.[Br:13][C:14]1[CH:15]=[C:16]([S:20](Cl)(=[O:22])=[O:21])[CH:17]=[CH:18][CH:19]=1. (10) Given the product [N+:38]([CH2:41][C@@:10]1([CH2:13][C:14]([O:16][C:17]([CH3:20])([CH3:19])[CH3:18])=[O:15])[CH2:9][C@H:8]2[C@@H:11]1[CH:12]=[C:6]([CH:1]1[CH2:5][CH2:4][CH2:3][CH2:2]1)[CH2:7]2)([O-:40])=[O:39], predict the reactants needed to synthesize it. The reactants are: [CH:1]1([C:6]2[CH2:7][C@@H:8]3[C@H:11]([CH:12]=2)[C:10](=[CH:13][C:14]([O:16][C:17]([CH3:20])([CH3:19])[CH3:18])=[O:15])[CH2:9]3)[CH2:5][CH2:4][CH2:3][CH2:2]1.N12CCCN=C1CCCCC2.P([O-])(O)(O)=O.[K+].[N+:38]([CH3:41])([O-:40])=[O:39].